From a dataset of Peptide-MHC class I binding affinity with 185,985 pairs from IEDB/IMGT. Regression. Given a peptide amino acid sequence and an MHC pseudo amino acid sequence, predict their binding affinity value. This is MHC class I binding data. (1) The peptide sequence is KRLQILGYL. The MHC is HLA-B51:01 with pseudo-sequence HLA-B51:01. The binding affinity (normalized) is 0.0847. (2) The peptide sequence is VQGPVGTDF. The MHC is HLA-A01:01 with pseudo-sequence HLA-A01:01. The binding affinity (normalized) is 0.